From a dataset of Forward reaction prediction with 1.9M reactions from USPTO patents (1976-2016). Predict the product of the given reaction. (1) Given the reactants [N+:1]([C:4]1[CH:5]=[C:6]([C:10]2[S:26][C:13]3[CH2:14][N:15]([CH:19]([CH2:24][CH3:25])[C:20]([O:22][CH3:23])=[O:21])[S:16](=[O:18])(=[O:17])[C:12]=3[CH:11]=2)[CH:7]=[CH:8][CH:9]=1)([O-])=O, predict the reaction product. The product is: [NH2:1][C:4]1[CH:5]=[C:6]([C:10]2[S:26][C:13]3[CH2:14][N:15]([CH:19]([CH2:24][CH3:25])[C:20]([O:22][CH3:23])=[O:21])[S:16](=[O:18])(=[O:17])[C:12]=3[CH:11]=2)[CH:7]=[CH:8][CH:9]=1. (2) The product is: [CH2:36]([S:38]([N:41]1[CH2:46][CH2:45][CH:44]([CH2:19][NH:18][C:17]([C:13]2[CH:14]=[C:15]3[C:10](=[CH:11][CH:12]=2)[CH:9]([CH:32]([CH3:33])[CH3:34])[N:8]([C:6]([O:5][C:1]([CH3:3])([CH3:4])[CH3:2])=[O:7])[CH2:16]3)=[O:31])[CH2:43][CH2:42]1)(=[O:39])=[O:40])[CH3:37]. Given the reactants [C:1]([O:5][C:6]([N:8]1[CH2:16][C:15]2[C:10](=[CH:11][CH:12]=[C:13]([C:17](=[O:31])[NH:18][CH2:19]C3C=CC(S(CC)(=O)=O)=CN=3)[CH:14]=2)[CH:9]1[CH:32]([CH3:34])[CH3:33])=[O:7])([CH3:4])([CH3:3])[CH3:2].Cl.[CH2:36]([S:38]([N:41]1[CH2:46][CH2:45][CH:44](CN)[CH2:43][CH2:42]1)(=[O:40])=[O:39])[CH3:37], predict the reaction product. (3) Given the reactants [F:1][C:2]([F:7])([F:6])[C:3]([OH:5])=[O:4].[F:8][C:9]1[CH:14]=[CH:13][C:12]([C:15]2[N:16]=[C:17]([NH:20][CH2:21][C:22]([OH:24])=O)[S:18][CH:19]=2)=[CH:11][CH:10]=1.[NH2:25][C:26]1[CH:31]=[CH:30][CH:29]=[CH:28][CH:27]=1, predict the reaction product. The product is: [F:1][C:2]([F:7])([F:6])[C:3]([OH:5])=[O:4].[F:8][C:9]1[CH:10]=[CH:11][C:12]([C:15]2[N:16]=[C:17]([NH:20][CH2:21][C:22]([NH:25][C:26]3[CH:31]=[CH:30][CH:29]=[CH:28][CH:27]=3)=[O:24])[S:18][CH:19]=2)=[CH:13][CH:14]=1.